From a dataset of Full USPTO retrosynthesis dataset with 1.9M reactions from patents (1976-2016). Predict the reactants needed to synthesize the given product. (1) Given the product [C:1]([N:8]1[C:12]2[CH:13]=[CH:14][CH:15]=[CH:16][C:11]=2[N:10]=[C:9]1[CH2:17][Br:18])([O:3][C:4]([CH3:7])([CH3:6])[CH3:5])=[O:2], predict the reactants needed to synthesize it. The reactants are: [C:1]([N:8]1[C:12]2[CH:13]=[CH:14][CH:15]=[CH:16][C:11]=2[N:10]=[C:9]1[CH3:17])([O:3][C:4]([CH3:7])([CH3:6])[CH3:5])=[O:2].[Br:18]N1C(=O)CCC1=O. (2) Given the product [C:1]1([C@@H:7]2[CH2:9][C@H:8]2[NH:10][CH2:11][CH:13]2[CH2:17][CH2:16][N:15]([CH2:18][C:19]3[CH:28]=[CH:27][C:22]([C:23]([O:25][CH3:26])=[O:24])=[CH:21][CH:20]=3)[CH2:14]2)[CH:6]=[CH:5][CH:4]=[CH:3][CH:2]=1, predict the reactants needed to synthesize it. The reactants are: [C:1]1([C@@H:7]2[CH2:9][C@H:8]2[NH2:10])[CH:6]=[CH:5][CH:4]=[CH:3][CH:2]=1.[CH:11]([CH:13]1[CH2:17][CH2:16][N:15]([CH2:18][C:19]2[CH:28]=[CH:27][C:22]([C:23]([O:25][CH3:26])=[O:24])=[CH:21][CH:20]=2)[CH2:14]1)=O.C([BH3-])#N.[Na+]. (3) Given the product [ClH:27].[C:1]1([C:7]2[N:8]=[C:9]([N:12]3[CH2:17][CH2:16][N:15]([C:18]([NH:20][C:21]4[CH:22]=[N:23][CH:24]=[CH:25][CH:26]=4)=[O:19])[CH2:14][CH2:13]3)[S:10][CH:11]=2)[CH:2]=[CH:3][CH:4]=[CH:5][CH:6]=1, predict the reactants needed to synthesize it. The reactants are: [C:1]1([C:7]2[N:8]=[C:9]([N:12]3[CH2:17][CH2:16][N:15]([C:18]([NH:20][C:21]4[CH:22]=[N:23][CH:24]=[CH:25][CH:26]=4)=[O:19])[CH2:14][CH2:13]3)[S:10][CH:11]=2)[CH:6]=[CH:5][CH:4]=[CH:3][CH:2]=1.[ClH:27]. (4) Given the product [CH3:16][O:11][C:10]([C:8]1[S:9][C:5]([C:4]#[C:3][C:2]([CH3:15])([CH3:14])[CH3:1])=[CH:6][C:7]=1[I:13])=[O:12], predict the reactants needed to synthesize it. The reactants are: [CH3:1][C:2]([CH3:15])([CH3:14])[C:3]#[C:4][C:5]1[S:9][C:8]([C:10]([OH:12])=[O:11])=[C:7]([I:13])[CH:6]=1.[CH3:16]N(C=O)C.C(Cl)(=O)C(Cl)=O. (5) Given the product [Br:21][CH2:3][C:4](=[O:20])[C@H:5]([NH:9][C:10](=[O:19])[O:11][CH2:12][C:13]1[CH:18]=[CH:17][CH:16]=[CH:15][CH:14]=1)[CH:6]([CH3:8])[CH3:7], predict the reactants needed to synthesize it. The reactants are: [N+](=[CH:3][C:4](=[O:20])[C@H:5]([NH:9][C:10](=[O:19])[O:11][CH2:12][C:13]1[CH:18]=[CH:17][CH:16]=[CH:15][CH:14]=1)[CH:6]([CH3:8])[CH3:7])=[N-].[BrH:21].C(O)(=O)C. (6) Given the product [Br:1][C:2]1[C:3]([O:9][CH3:10])=[N:4][C:5]([N:15]2[CH2:16][C:13]([CH3:12])([OH:17])[CH2:14]2)=[N:6][CH:7]=1, predict the reactants needed to synthesize it. The reactants are: [Br:1][C:2]1[C:3]([O:9][CH3:10])=[N:4][C:5](Cl)=[N:6][CH:7]=1.Cl.[CH3:12][C:13]1([OH:17])[CH2:16][NH:15][CH2:14]1.CCN(CC)CC. (7) Given the product [CH:21]([C:24]1[CH:29]=[CH:28][CH:27]=[C:26]([CH:30]([CH3:31])[CH3:32])[C:25]=1[NH:33][C:34](=[O:35])[N:9]([C:6]1[CH:5]=[CH:4][C:3]([N:2]([CH3:20])[CH3:1])=[CH:8][CH:7]=1)[CH2:10][C:11]1[CH:16]=[CH:15][C:14]([N:17]([CH3:19])[CH3:18])=[CH:13][CH:12]=1)([CH3:22])[CH3:23], predict the reactants needed to synthesize it. The reactants are: [CH3:1][N:2]([CH3:20])[C:3]1[CH:8]=[CH:7][C:6]([NH:9][CH2:10][C:11]2[CH:16]=[CH:15][C:14]([N:17]([CH3:19])[CH3:18])=[CH:13][CH:12]=2)=[CH:5][CH:4]=1.[CH:21]([C:24]1[CH:29]=[CH:28][CH:27]=[C:26]([CH:30]([CH3:32])[CH3:31])[C:25]=1[N:33]=[C:34]=[O:35])([CH3:23])[CH3:22].